From a dataset of NCI-60 drug combinations with 297,098 pairs across 59 cell lines. Regression. Given two drug SMILES strings and cell line genomic features, predict the synergy score measuring deviation from expected non-interaction effect. (1) Drug 1: CCCCCOC(=O)NC1=NC(=O)N(C=C1F)C2C(C(C(O2)C)O)O. Drug 2: CC(C)(C#N)C1=CC(=CC(=C1)CN2C=NC=N2)C(C)(C)C#N. Cell line: HS 578T. Synergy scores: CSS=0.399, Synergy_ZIP=-1.02, Synergy_Bliss=-2.83, Synergy_Loewe=-4.44, Synergy_HSA=-3.55. (2) Cell line: SW-620. Drug 1: CC1=C2C(C(=O)C3(C(CC4C(C3C(C(C2(C)C)(CC1OC(=O)C(C(C5=CC=CC=C5)NC(=O)C6=CC=CC=C6)O)O)OC(=O)C7=CC=CC=C7)(CO4)OC(=O)C)O)C)OC(=O)C. Drug 2: CC1=C(C(=O)C2=C(C1=O)N3CC4C(C3(C2COC(=O)N)OC)N4)N. Synergy scores: CSS=59.5, Synergy_ZIP=1.18, Synergy_Bliss=1.07, Synergy_Loewe=3.14, Synergy_HSA=4.05. (3) Drug 2: CC1=C(C(CCC1)(C)C)C=CC(=CC=CC(=CC(=O)O)C)C. Cell line: HL-60(TB). Synergy scores: CSS=59.9, Synergy_ZIP=24.9, Synergy_Bliss=26.4, Synergy_Loewe=28.4, Synergy_HSA=28.7. Drug 1: CC(C1=C(C=CC(=C1Cl)F)Cl)OC2=C(N=CC(=C2)C3=CN(N=C3)C4CCNCC4)N. (4) Drug 1: CCC1=C2CN3C(=CC4=C(C3=O)COC(=O)C4(CC)O)C2=NC5=C1C=C(C=C5)O. Drug 2: CC(C)NC(=O)C1=CC=C(C=C1)CNNC.Cl. Cell line: UACC62. Synergy scores: CSS=50.3, Synergy_ZIP=-1.50, Synergy_Bliss=-0.614, Synergy_Loewe=-42.2, Synergy_HSA=-0.527. (5) Drug 1: CN(CC1=CN=C2C(=N1)C(=NC(=N2)N)N)C3=CC=C(C=C3)C(=O)NC(CCC(=O)O)C(=O)O. Drug 2: CC12CCC3C(C1CCC2OP(=O)(O)O)CCC4=C3C=CC(=C4)OC(=O)N(CCCl)CCCl.[Na+]. Cell line: SNB-75. Synergy scores: CSS=6.03, Synergy_ZIP=-6.61, Synergy_Bliss=-11.0, Synergy_Loewe=-16.1, Synergy_HSA=-10.7. (6) Drug 1: COC1=CC(=CC(=C1O)OC)C2C3C(COC3=O)C(C4=CC5=C(C=C24)OCO5)OC6C(C(C7C(O6)COC(O7)C8=CC=CS8)O)O. Drug 2: CN1C2=C(C=C(C=C2)N(CCCl)CCCl)N=C1CCCC(=O)O.Cl. Cell line: SK-MEL-2. Synergy scores: CSS=47.3, Synergy_ZIP=2.90, Synergy_Bliss=4.14, Synergy_Loewe=-40.7, Synergy_HSA=3.28. (7) Drug 1: C1=C(C(=O)NC(=O)N1)F. Drug 2: C1C(C(OC1N2C=C(C(=O)NC2=O)F)CO)O. Cell line: M14. Synergy scores: CSS=35.4, Synergy_ZIP=-9.26, Synergy_Bliss=-10.4, Synergy_Loewe=-5.87, Synergy_HSA=-3.41. (8) Drug 1: CC(CN1CC(=O)NC(=O)C1)N2CC(=O)NC(=O)C2. Drug 2: C1CN1P(=S)(N2CC2)N3CC3. Cell line: A498. Synergy scores: CSS=30.2, Synergy_ZIP=-5.10, Synergy_Bliss=2.82, Synergy_Loewe=4.25, Synergy_HSA=5.04.